From a dataset of Full USPTO retrosynthesis dataset with 1.9M reactions from patents (1976-2016). Predict the reactants needed to synthesize the given product. (1) Given the product [ClH:1].[O:32]=[S:25]1(=[O:33])[CH2:30][CH2:29][CH:28]([NH:2][C@@H:3]2[CH2:5][C@H:4]2[C:6]2[CH:7]=[CH:8][C:9]([NH:12][C:13](=[O:24])[C:14]3[CH:19]=[CH:18][CH:17]=[C:16]([C:20]([F:22])([F:23])[F:21])[CH:15]=3)=[CH:10][CH:11]=2)[CH2:27][CH2:26]1, predict the reactants needed to synthesize it. The reactants are: [ClH:1].[NH2:2][C@@H:3]1[CH2:5][C@H:4]1[C:6]1[CH:11]=[CH:10][C:9]([NH:12][C:13](=[O:24])[C:14]2[CH:19]=[CH:18][CH:17]=[C:16]([C:20]([F:23])([F:22])[F:21])[CH:15]=2)=[CH:8][CH:7]=1.[S:25]1(=[O:33])(=[O:32])[CH2:30][CH2:29][C:28](=O)[CH2:27][CH2:26]1.C(O)(=O)C.C(=O)([O-])O.[Na+]. (2) Given the product [C:1]([O:4][CH2:5][C@@H:6]1[C@@H:11]([O:12][C:13](=[O:15])[CH3:14])[C@H:10]([O:16][C:17](=[O:19])[CH3:18])[C@@H:9]([O:20][C:21](=[O:23])[CH3:22])[C@H:8]([N:24]2[C:32]3[C:27](=[C:28]([CH3:33])[CH:29]=[CH:30][CH:31]=3)[C:26]([CH2:34][C:35]3[CH:36]=[CH:37][C:38]([Br:41])=[CH:39][CH:40]=3)=[CH:25]2)[O:7]1)(=[O:3])[CH3:2], predict the reactants needed to synthesize it. The reactants are: [C:1]([O:4][CH2:5][C@@H:6]1[C@@H:11]([O:12][C:13](=[O:15])[CH3:14])[C@H:10]([O:16][C:17](=[O:19])[CH3:18])[C@@H:9]([O:20][C:21](=[O:23])[CH3:22])[C@H:8]([N:24]2[C:32]3[C:27](=[C:28]([CH3:33])[CH:29]=[CH:30][CH:31]=3)[CH:26]([CH2:34][C:35]3[CH:40]=[CH:39][C:38]([Br:41])=[CH:37][CH:36]=3)[CH2:25]2)[O:7]1)(=[O:3])[CH3:2]. (3) Given the product [CH3:1][C:2]1[CH:19]=[CH:18][CH:17]=[C:16]([CH3:20])[C:3]=1[C:4]([O:6][C:7]1[CH:12]=[CH:11][CH:10]=[C:9]([C:13](=[O:15])[CH2:14][CH2:32][C:33]([O:35][CH2:36][C:37]2[CH:42]=[CH:41][CH:40]=[CH:39][CH:38]=2)=[O:34])[CH:8]=1)=[O:5], predict the reactants needed to synthesize it. The reactants are: [CH3:1][C:2]1[CH:19]=[CH:18][CH:17]=[C:16]([CH3:20])[C:3]=1[C:4]([O:6][C:7]1[CH:12]=[CH:11][CH:10]=[C:9]([C:13](=[O:15])[CH3:14])[CH:8]=1)=[O:5].C[Si]([N-][Si](C)(C)C)(C)C.[Li+].Br[CH2:32][C:33]([O:35][CH2:36][C:37]1[CH:42]=[CH:41][CH:40]=[CH:39][CH:38]=1)=[O:34]. (4) Given the product [CH:12]1([N:15]2[C:23]3[C:18](=[N:19][CH:20]=[CH:21][CH:22]=3)[N:17]([C:24]3[CH:29]=[CH:28][C:27]([O:30][C:2]4[N:6]([CH3:7])[C:5]5[CH:8]=[CH:9][CH:10]=[CH:11][C:4]=5[N:3]=4)=[CH:26][CH:25]=3)[C:16]2=[O:31])[CH2:14][CH2:13]1, predict the reactants needed to synthesize it. The reactants are: Cl[C:2]1[N:6]([CH3:7])[C:5]2[CH:8]=[CH:9][CH:10]=[CH:11][C:4]=2[N:3]=1.[CH:12]1([N:15]2[C:23]3[C:18](=[N:19][CH:20]=[CH:21][CH:22]=3)[N:17]([C:24]3[CH:29]=[CH:28][C:27]([OH:30])=[CH:26][CH:25]=3)[C:16]2=[O:31])[CH2:14][CH2:13]1.[H-].[Na+].